Dataset: Full USPTO retrosynthesis dataset with 1.9M reactions from patents (1976-2016). Task: Predict the reactants needed to synthesize the given product. (1) Given the product [Cl:22][C:6]1[CH:5]=[N:4][CH:3]=[C:2]([C:23]2[CH:28]=[CH:27][CH:26]=[CH:25][CH:24]=2)[C:7]=1[N:8]1[CH2:11][CH:10]([C:12]2[NH:16][C:15]3[CH:17]=[CH:18][C:19]([CH3:21])=[CH:20][C:14]=3[N:13]=2)[CH2:9]1, predict the reactants needed to synthesize it. The reactants are: Cl[C:2]1[CH:3]=[N:4][CH:5]=[C:6]([Cl:22])[C:7]=1[N:8]1[CH2:11][CH:10]([C:12]2[NH:16][C:15]3[CH:17]=[CH:18][C:19]([CH3:21])=[CH:20][C:14]=3[N:13]=2)[CH2:9]1.[C:23]1(B(O)O)[CH:28]=[CH:27][CH:26]=[CH:25][CH:24]=1.C([O-])([O-])=O.[K+].[K+]. (2) Given the product [Cl:1][C:2]1[CH:3]=[C:4]([NH:16][C:17]2[N:22]=[CH:21][N:20]=[C:19]3[NH:23][N:24]=[C:25]([O:26][CH2:27][CH2:28][N:29]4[CH2:34][CH2:33][CH2:32][C:30]4=[O:42])[C:18]=23)[CH:5]=[CH:6][C:7]=1[O:8][CH2:9][C:10]1[CH:15]=[CH:14][CH:13]=[CH:12][N:11]=1, predict the reactants needed to synthesize it. The reactants are: [Cl:1][C:2]1[CH:3]=[C:4]([NH:16][C:17]2[N:22]=[CH:21][N:20]=[C:19]3[NH:23][N:24]=[C:25]([O:26][CH2:27][CH2:28][NH:29][CH3:30])[C:18]=23)[CH:5]=[CH:6][C:7]=1[O:8][CH2:9][C:10]1[CH:15]=[CH:14][CH:13]=[CH:12][N:11]=1.Br[CH2:32][CH2:33][CH2:34]C(Cl)=O.[H-].[Na+].CC(N(C)C)=[O:42]. (3) Given the product [ClH:1].[Si:2]([O:19][CH2:20][C@H:21]1[CH2:26][O:25][CH2:24][CH2:23][NH:22]1)([C:15]([CH3:16])([CH3:17])[CH3:18])([C:9]1[CH:10]=[CH:11][CH:12]=[CH:13][CH:14]=1)[C:3]1[CH:8]=[CH:7][CH:6]=[CH:5][CH:4]=1, predict the reactants needed to synthesize it. The reactants are: [ClH:1].[Si:2]([O:19][CH2:20][C@@H:21]1[CH2:26][O:25][CH2:24][CH2:23][NH:22]1)([C:15]([CH3:18])([CH3:17])[CH3:16])([C:9]1[CH:14]=[CH:13][CH:12]=[CH:11][CH:10]=1)[C:3]1[CH:8]=[CH:7][CH:6]=[CH:5][CH:4]=1.[Si](OC[C@H]1COCCN1C(OC(C)(C)C)=O)(C(C)(C)C)(C1C=CC=CC=1)C1C=CC=CC=1.